Dataset: Catalyst prediction with 721,799 reactions and 888 catalyst types from USPTO. Task: Predict which catalyst facilitates the given reaction. Reactant: N#N.[CH3:3][OH:4].Cl[C:6]1[CH:11]=[C:10]([C:12]#[N:13])[CH:9]=[CH:8][N:7]=1. Product: [C:12]([C:10]1[CH:9]=[CH:8][N:7]=[C:6]([O:4][CH3:3])[CH:11]=1)#[N:13]. The catalyst class is: 169.